This data is from Full USPTO retrosynthesis dataset with 1.9M reactions from patents (1976-2016). The task is: Predict the reactants needed to synthesize the given product. (1) Given the product [NH2:1][C:2]1[C:11]([F:12])=[C:10]([N:26]2[CH2:27][CH2:28][CH:29]([NH:30][CH3:31])[C:24]([CH3:32])([CH3:23])[CH2:25]2)[C:9]([O:14][CH3:15])=[C:8]2[C:3]=1[C:4](=[O:22])[C:5]([C:19]([OH:21])=[O:20])=[CH:6][N:7]2[CH:16]1[CH2:18][CH2:17]1, predict the reactants needed to synthesize it. The reactants are: [NH2:1][C:2]1[C:11]([F:12])=[C:10](F)[C:9]([O:14][CH3:15])=[C:8]2[C:3]=1[C:4](=[O:22])[C:5]([C:19]([OH:21])=[O:20])=[CH:6][N:7]2[CH:16]1[CH2:18][CH2:17]1.[CH3:23][C:24]1([CH3:32])[CH:29]([NH:30][CH3:31])[CH2:28][CH2:27][NH:26][CH2:25]1.C(N(CC)CC)C. (2) Given the product [O:5]1[C:6]2([CH2:13][CH2:12][CH2:11][CH2:10][CH2:9]2)[O:7][CH2:8][CH:4]1[C:3]([Cl:14])=[NH:2], predict the reactants needed to synthesize it. The reactants are: O[N:2]=[C:3]([Cl:14])[C@H:4]1[CH2:8][O:7][C:6]2([CH2:13][CH2:12][CH2:11][CH2:10][CH2:9]2)[O:5]1.CS(Cl)(=O)=O.C(N(C(C)C)C(C)C)C. (3) Given the product [ClH:22].[NH2:19][CH2:18][C:13]1[CH:14]=[C:15]2[C:10](=[CH:11][CH:12]=1)[C:9](=[O:20])[N:8]([CH:7]1[CH2:6][CH2:5][C:4](=[O:21])[NH:3][C:2]1=[O:1])[C:16]2=[O:17], predict the reactants needed to synthesize it. The reactants are: [O:1]=[C:2]1[CH:7]([N:8]2[C:16](=[O:17])[C:15]3[C:10](=[CH:11][CH:12]=[C:13]([C:18]#[N:19])[CH:14]=3)[C:9]2=[O:20])[CH2:6][CH2:5][C:4](=[O:21])[NH:3]1.[ClH:22].O. (4) Given the product [CH3:40][C:32]1[CH2:33][C@@H:34]([OH:39])[CH2:35][C:36]([CH3:37])([CH3:38])[C:31]=1/[CH:30]=[CH:29]/[C:27](/[CH3:28])=[CH:26]/[CH:25]=[CH:24]/[C:22](/[CH3:23])=[CH:21]/[CH:20]=[CH:19]/[CH:18]=[C:17](/[CH:16]=[CH:15]/[CH:14]=[C:13](/[CH:12]=[CH:11]/[C@@H:3]1[C:4]([CH3:10])([CH3:9])[CH2:5][C@@H:6]([OH:8])[CH:7]=[C:2]1[CH3:1])\[CH3:42])\[CH3:41].[CH3:80][C:72]1[CH2:73][C@@H:74]([OH:79])[CH2:75][C:76]([CH3:77])([CH3:78])[C:71]=1/[CH:70]=[CH:69]/[C:68](/[CH3:81])=[CH:67]/[CH:66]=[CH:65]/[C:64](/[CH3:82])=[CH:63]/[CH:62]=[CH:61]/[CH:60]=[C:59](\[CH3:83])/[CH:58]=[CH:57]/[CH:56]=[C:55](\[CH3:84])/[CH:54]=[CH:53]/[C:45]1[C:46]([CH3:52])([CH3:51])[CH2:47][C@H:48]([OH:50])[CH2:49][C:44]=1[CH3:43], predict the reactants needed to synthesize it. The reactants are: [CH3:1][C:2]1[CH2:7][C@@H:6]([OH:8])[CH2:5][C:4]([CH3:10])([CH3:9])[C:3]=1/[CH:11]=[CH:12]/[C:13](/[CH3:42])=[CH:14]/[CH:15]=[CH:16]/[C:17](/[CH3:41])=[CH:18]/[CH:19]=[CH:20]/[CH:21]=[C:22](/[CH:24]=[CH:25]/[CH:26]=[C:27](/[CH:29]=[CH:30]/[C@@H:31]1[C:36]([CH3:38])([CH3:37])[CH2:35][C@@H:34]([OH:39])[CH:33]=[C:32]1[CH3:40])\[CH3:28])\[CH3:23].[CH3:43][C:44]1[CH2:49][C@@H:48]([OH:50])[CH2:47][C:46]([CH3:52])([CH3:51])[C:45]=1/[CH:53]=[CH:54]/[C:55](/[CH3:84])=[CH:56]/[CH:57]=[CH:58]/[C:59](/[CH3:83])=[CH:60]/[CH:61]=[CH:62]/[CH:63]=[C:64](\[CH3:82])/[CH:65]=[CH:66]/[CH:67]=[C:68](\[CH3:81])/[CH:69]=[CH:70]/[C:71]1[C:76]([CH3:78])([CH3:77])[CH2:75][C@H:74]([OH:79])[CH2:73][C:72]=1[CH3:80]. (5) The reactants are: O[NH:2][C:3](=[O:21])[CH2:4][C:5]1[CH:10]=[CH:9][C:8]([CH2:11][CH2:12][CH2:13][CH2:14][C:15]2[CH:20]=[CH:19][CH:18]=[CH:17][CH:16]=2)=[CH:7][CH:6]=1.[C:22]([O:26][C:27]([NH:29][C:30]1([C:33](O)=[O:34])[CH2:32][CH2:31]1)=[O:28])([CH3:25])([CH3:24])[CH3:23].C1C=CC2N(O)N=NC=2C=1.C(Cl)CCl. Given the product [C:22]([O:26][C:27](=[O:28])[NH:29][C:30]1([C:33]([NH:2][C:3](=[O:21])[CH2:4][C:5]2[CH:10]=[CH:9][C:8]([CH2:11][CH2:12][CH2:13][CH2:14][C:15]3[CH:20]=[CH:19][CH:18]=[CH:17][CH:16]=3)=[CH:7][CH:6]=2)=[O:34])[CH2:31][CH2:32]1)([CH3:25])([CH3:23])[CH3:24], predict the reactants needed to synthesize it. (6) Given the product [Cl:26][C:27]1[CH:32]=[C:31]([Cl:33])[CH:30]=[CH:29][C:28]=1[NH:34][C:35]([NH:6][CH2:7][C:8]1[CH:9]=[C:10]2[C:14](=[CH:15][CH:16]=1)[C:13](=[O:17])[N:12]([CH:18]1[CH2:23][CH2:22][C:21](=[O:24])[NH:20][C:19]1=[O:25])[CH2:11]2)=[O:36], predict the reactants needed to synthesize it. The reactants are: CS(O)(=O)=O.[NH2:6][CH2:7][C:8]1[CH:9]=[C:10]2[C:14](=[CH:15][CH:16]=1)[C:13](=[O:17])[N:12]([CH:18]1[CH2:23][CH2:22][C:21](=[O:24])[NH:20][C:19]1=[O:25])[CH2:11]2.[Cl:26][C:27]1[CH:32]=[C:31]([Cl:33])[CH:30]=[CH:29][C:28]=1[N:34]=[C:35]=[O:36].C(N(CC)CC)C.Cl.